From a dataset of Forward reaction prediction with 1.9M reactions from USPTO patents (1976-2016). Predict the product of the given reaction. (1) Given the reactants [CH3:1][N:2]1[C:10]2[CH:9]=[C:8]([N:11]3[CH:16]=[CH:15][C:14]([C:17]4[N:18]=[N:19][C:20]([C:23]([F:26])([F:25])[F:24])=[CH:21][CH:22]=4)=[CH:13][C:12]3=[O:27])[CH:7]=[CH:6][C:5]=2[C:4]2[CH2:28][N:29](C(OC(C)(C)C)=O)[CH2:30][CH2:31][CH2:32][C:3]1=2.[ClH:40], predict the reaction product. The product is: [ClH:40].[CH3:1][N:2]1[C:10]2[CH:9]=[C:8]([N:11]3[CH:16]=[CH:15][C:14]([C:17]4[N:18]=[N:19][C:20]([C:23]([F:26])([F:24])[F:25])=[CH:21][CH:22]=4)=[CH:13][C:12]3=[O:27])[CH:7]=[CH:6][C:5]=2[C:4]2[CH2:28][NH:29][CH2:30][CH2:31][CH2:32][C:3]1=2. (2) Given the reactants [CH3:1][C:2]1([CH3:16])[CH2:8][CH2:7][CH2:6][NH:5][C:4]2[CH:9]=[C:10]([N+:13]([O-:15])=[O:14])[CH:11]=[CH:12][C:3]1=2.N1C=CC=CC=1.[C:23]1(=[O:37])[N:27]([CH2:28][C:29](Cl)=[O:30])[C:26](=[O:32])[C:25]2=[CH:33][CH:34]=[CH:35][CH:36]=[C:24]12, predict the reaction product. The product is: [CH3:1][C:2]1([CH3:16])[CH2:8][CH2:7][CH2:6][N:5]([C:29](=[O:30])[CH2:28][N:27]2[C:23](=[O:37])[C:24]3[C:25](=[CH:33][CH:34]=[CH:35][CH:36]=3)[C:26]2=[O:32])[C:4]2[CH:9]=[C:10]([N+:13]([O-:15])=[O:14])[CH:11]=[CH:12][C:3]1=2. (3) Given the reactants [Cl:1][C:2]1[S:6][C:5]([C:7]2[N:11]([CH2:12][C:13]3[CH:18]=[CH:17][CH:16]=[CH:15][C:14]=3[F:19])[C:10](=[O:20])[N:9]([CH2:21][C:22](O)=[O:23])[N:8]=2)=[CH:4][CH:3]=1.[NH2:25][CH2:26][CH:27]([NH:38][C:39](=[O:45])[O:40][C:41]([CH3:44])([CH3:43])[CH3:42])[C:28]1[CH:33]=[CH:32][CH:31]=[CH:30][C:29]=1[C:34]([F:37])([F:36])[F:35], predict the reaction product. The product is: [Cl:1][C:2]1[S:6][C:5]([C:7]2[N:11]([CH2:12][C:13]3[CH:18]=[CH:17][CH:16]=[CH:15][C:14]=3[F:19])[C:10](=[O:20])[N:9]([CH2:21][C:22]([NH:25][CH2:26][CH:27]([NH:38][C:39](=[O:45])[O:40][C:41]([CH3:42])([CH3:44])[CH3:43])[C:28]3[CH:33]=[CH:32][CH:31]=[CH:30][C:29]=3[C:34]([F:37])([F:36])[F:35])=[O:23])[N:8]=2)=[CH:4][CH:3]=1. (4) Given the reactants [N+:1]([C:4]1[CH:12]=[CH:11][CH:10]=[CH:9][C:5]=1[C:6](Cl)=[O:7])([O-:3])=[O:2].[CH3:13][CH:14]([CH3:32])[CH2:15][CH2:16][NH:17][C:18]([C:20]1[N:21]=[N:22][C:23]([N:26]2[CH2:31][CH2:30][NH:29][CH2:28][CH2:27]2)=[CH:24][CH:25]=1)=[O:19], predict the reaction product. The product is: [CH3:13][CH:14]([CH3:32])[CH2:15][CH2:16][NH:17][C:18]([C:20]1[N:21]=[N:22][C:23]([N:26]2[CH2:31][CH2:30][N:29]([C:6](=[O:7])[C:5]3[CH:9]=[CH:10][CH:11]=[CH:12][C:4]=3[N+:1]([O-:3])=[O:2])[CH2:28][CH2:27]2)=[CH:24][CH:25]=1)=[O:19]. (5) Given the reactants [CH:1]1([C:4]2[C:5]([O:21][C@@H:22]([CH3:27])[C:23]([F:26])([F:25])[F:24])=[CH:6][C:7]([C:10]([NH:12][CH:13]([C:17]([CH3:20])([CH3:19])[CH3:18])[C:14]([OH:16])=O)=[O:11])=[N:8][CH:9]=2)[CH2:3][CH2:2]1.[Cl-].[NH4+:29], predict the reaction product. The product is: [NH2:29][C:14](=[O:16])[CH:13]([NH:12][C:10]([C:7]1[CH:6]=[C:5]([O:21][C@@H:22]([CH3:27])[C:23]([F:24])([F:26])[F:25])[C:4]([CH:1]2[CH2:2][CH2:3]2)=[CH:9][N:8]=1)=[O:11])[C:17]([CH3:20])([CH3:19])[CH3:18]. (6) The product is: [CH2:22]([N:29]([CH3:30])[C:15]1[N:3]=[C:4]([OH:14])[C:5]2[C:6]([CH:16]=1)=[CH:7][C:8]([O:11][CH3:12])=[CH:9][CH:10]=2)[C:23]1[CH:28]=[CH:27][CH:26]=[CH:25][CH:24]=1. Given the reactants C([N:3]([CH2:15][CH3:16])[C:4](=[O:14])[C:5]1[CH:10]=[CH:9][C:8]([O:11][CH3:12])=[CH:7][C:6]=1C)C.C([Li])(C)(C)C.[CH2:22]([N:29](C)[C:30]#N)[C:23]1[CH:28]=[CH:27][CH:26]=[CH:25][CH:24]=1, predict the reaction product.